From a dataset of Reaction yield outcomes from USPTO patents with 853,638 reactions. Predict the reaction yield, written as a fraction of the theoretical maximum amount of product (1.0 means a 100% yield; for example, 0.34 means a 34% yield). (1) The reactants are [Cl:1][C:2]1[C:10]2[N:9]=[C:8]3[N:11]([C:15]4[C:16]([CH3:23])=[N:17][C:18]([O:21][CH3:22])=[CH:19][CH:20]=4)[CH2:12][CH2:13][CH2:14][N:7]3[C:6]=2[C:5]([CH:24]([OH:29])[C:25]([F:28])([F:27])[F:26])=[CH:4][CH:3]=1.[H-].[Na+].[CH2:32](I)[CH3:33]. The catalyst is CN(C)C=O. The product is [Cl:1][C:2]1[C:10]2[N:9]=[C:8]3[N:11]([C:15]4[C:16]([CH3:23])=[N:17][C:18]([O:21][CH3:22])=[CH:19][CH:20]=4)[CH2:12][CH2:13][CH2:14][N:7]3[C:6]=2[C:5]([CH:24]([O:29][CH2:32][CH3:33])[C:25]([F:26])([F:28])[F:27])=[CH:4][CH:3]=1. The yield is 0.760. (2) The reactants are Br[CH2:2][C:3]([C:5]1[C:10]([CH3:11])=[CH:9][C:8]([O:12][CH2:13][CH:14]2[CH2:16][CH2:15]2)=[CH:7][C:6]=1[CH3:17])=O.[NH2:18][C:19]([NH2:21])=[S:20]. The catalyst is CCO. The product is [CH:14]1([CH2:13][O:12][C:8]2[CH:9]=[C:10]([CH3:11])[C:5]([C:3]3[N:18]=[C:19]([NH2:21])[S:20][CH:2]=3)=[C:6]([CH3:17])[CH:7]=2)[CH2:16][CH2:15]1. The yield is 0.610.